Dataset: Forward reaction prediction with 1.9M reactions from USPTO patents (1976-2016). Task: Predict the product of the given reaction. (1) Given the reactants [F:1][C:2]([F:14])([F:13])[C:3]1[CH:10]=[C:9]([CH:11]=[CH2:12])[CH:8]=[CH:7][C:4]=1[C:5]#[N:6].C(=O)(O)[O-].[Na+].Cl.[NH2:21][OH:22], predict the reaction product. The product is: [OH:22][N:21]=[C:5]([NH2:6])[C:4]1[CH:7]=[CH:8][C:9]([CH:11]=[CH2:12])=[CH:10][C:3]=1[C:2]([F:14])([F:13])[F:1]. (2) Given the reactants [OH:1][CH2:2][CH2:3][CH2:4][CH2:5][CH2:6][NH:7][S:8]([C:11]1[CH:16]=[CH:15][C:14](Br)=[CH:13][CH:12]=1)(=[O:10])=[O:9].[F:18][C:19]1[CH:20]=[C:21](B(O)O)[CH:22]=[CH:23][C:24]=1[F:25], predict the reaction product. The product is: [OH:1][CH2:2][CH2:3][CH2:4][CH2:5][CH2:6][NH:7][S:8]([C:11]1[CH:16]=[CH:15][C:14]([C:22]2[CH:21]=[CH:20][C:19]([F:18])=[C:24]([F:25])[CH:23]=2)=[CH:13][CH:12]=1)(=[O:10])=[O:9]. (3) The product is: [F:1][C:2]1[C:3]([CH3:9])=[CH:4][C:5]([NH:8][C:10](=[O:11])[O:12][C:13]([CH3:16])([CH3:15])[CH3:14])=[N:6][CH:7]=1. Given the reactants [F:1][C:2]1[C:3]([CH3:9])=[CH:4][C:5]([NH2:8])=[N:6][CH:7]=1.[C:10](O[C:10]([O:12][C:13]([CH3:16])([CH3:15])[CH3:14])=[O:11])([O:12][C:13]([CH3:16])([CH3:15])[CH3:14])=[O:11], predict the reaction product. (4) Given the reactants [CH:1]1([N:7]([C@H:21]2[CH2:26][CH2:25][C@H:24]([CH2:27][O:28][CH3:29])[CH2:23][CH2:22]2)[C:8](=[O:20])[NH:9][C:10]2[S:11][C:12]([S:15][CH2:16]C(O)=O)=[CH:13][N:14]=2)[CH2:6][CH2:5][CH2:4][CH2:3][CH2:2]1.[CH:30]1(N[C@H]2CC[C@H](COCC)CC2)CCCCC1.C([O:49][C:50](=[O:60])[CH:51](SC1SC(N)=NC=1)C)C, predict the reaction product. The product is: [CH:1]1([N:7]([C@H:21]2[CH2:22][CH2:23][C@H:24]([CH2:27][O:28][CH2:29][CH3:30])[CH2:25][CH2:26]2)[C:8](=[O:20])[NH:9][C:10]2[S:11][C:12]([S:15][CH2:16][CH2:51][C:50]([OH:60])=[O:49])=[CH:13][N:14]=2)[CH2:2][CH2:3][CH2:4][CH2:5][CH2:6]1. (5) Given the reactants Cl[C:2]1[C:11]([CH:12]=[O:13])=[CH:10][C:9]2[C:4](=[CH:5][CH:6]=[C:7]([O:14][CH3:15])[CH:8]=2)[N:3]=1.[CH:16]1([CH2:19][NH:20][CH2:21][CH2:22][CH3:23])[CH2:18][CH2:17]1.C(=O)([O-])[O-].[K+].[K+].O, predict the reaction product. The product is: [CH:16]1([CH2:19][N:20]([CH2:21][CH2:22][CH3:23])[C:2]2[C:11]([CH:12]=[O:13])=[CH:10][C:9]3[C:4](=[CH:5][CH:6]=[C:7]([O:14][CH3:15])[CH:8]=3)[N:3]=2)[CH2:18][CH2:17]1.